Dataset: Catalyst prediction with 721,799 reactions and 888 catalyst types from USPTO. Task: Predict which catalyst facilitates the given reaction. Reactant: Cl[C:2]1[N:3]=[C:4]([O:38][CH:39]([CH3:41])[CH3:40])[C:5]2[C:10]([C:11]3[CH:16]=[CH:15][C:14]([C:17]4[N:18]([CH2:22][O:23][CH2:24][CH2:25][Si:26]([CH3:29])([CH3:28])[CH3:27])[CH:19]=[CH:20][N:21]=4)=[CH:13][CH:12]=3)=[CH:9][N:8]([CH2:30][O:31][CH2:32][CH2:33][Si:34]([CH3:37])([CH3:36])[CH3:35])[C:6]=2[N:7]=1.[NH2:42][C:43]1[CH:51]=[CH:50][C:46]([C:47]([NH2:49])=[O:48])=[CH:45][C:44]=1[O:52][CH3:53].[C:54](=O)([O-])[O-].[Cs+].[Cs+].C1(P(C2C=CC=CC=2)C2C=CC3C(=CC=CC=3)C=2C2C3C(=CC=CC=3)C=CC=2P(C2C=CC=CC=2)C2C=CC=CC=2)C=CC=CC=1. Product: [CH:39]([O:38][C:4]1[C:5]2[C:10]([C:11]3[CH:16]=[CH:15][C:14]([C:17]4[N:18]([CH2:22][O:23][CH2:24][CH2:25][Si:26]([CH3:29])([CH3:28])[CH3:27])[CH:19]=[CH:20][N:21]=4)=[CH:13][CH:12]=3)=[CH:9][N:8]([CH2:30][O:31][CH2:32][CH2:33][Si:34]([CH3:37])([CH3:36])[CH3:35])[C:6]=2[N:7]=[C:2]([NH:42][C:43]2[CH:51]=[CH:50][C:46]([C:47]([NH:49][CH3:54])=[O:48])=[CH:45][C:44]=2[O:52][CH3:53])[N:3]=1)([CH3:41])[CH3:40]. The catalyst class is: 160.